From a dataset of Reaction yield outcomes from USPTO patents with 853,638 reactions. Predict the reaction yield, written as a fraction of the theoretical maximum amount of product (1.0 means a 100% yield; for example, 0.34 means a 34% yield). (1) The reactants are [CH2:1]([CH:3]1[O:5][CH2:4]1)Br.[OH:6][C:7]1[CH:12]=[CH:11][CH:10]=[CH:9][C:8]=1[NH:13][C:14]([NH2:16])=[O:15].C(=O)([O-])[O-].[Cs+].[Cs+]. The catalyst is CN(C=O)C. The product is [O:5]1[CH2:4][CH:3]1[CH2:1][O:6][C:7]1[CH:12]=[CH:11][CH:10]=[CH:9][C:8]=1[NH:13][C:14]([NH2:16])=[O:15]. The yield is 0.320. (2) The reactants are [N:1]([C:4]1[CH:5]=[C:6]2[C:11](=[CH:12][CH:13]=1)[N:10]=[C:9]([OH:14])[C:8]([OH:15])=[N:7]2)=[N+:2]=[N-:3].[N+:16]([O-])([OH:18])=[O:17]. The catalyst is C(O)(=O)C. The product is [N:1]([C:4]1[CH:5]=[C:6]2[C:11](=[CH:12][C:13]=1[N+:16]([O-:18])=[O:17])[N:10]=[C:9]([OH:14])[C:8]([OH:15])=[N:7]2)=[N+:2]=[N-:3]. The yield is 0.780. (3) The reactants are CO[C:3](=O)[NH:4][C:5]1[NH:9][C:8]2[CH:10]=[C:11]([C:14]3[CH:15]=[CH:16][C:17]4[O:23][CH2:22][CH2:21][N:20]([C:24]5[C:33]6[C:28](=[CH:29][CH:30]=[CH:31][CH:32]=6)[N:27]=[CH:26][CH:25]=5)[CH2:19][C:18]=4[CH:34]=3)[CH:12]=[CH:13][C:7]=2[N:6]=1.F[P-](F)(F)(F)(F)F.Cl[C:44](N(C)C)=[N+](C)C.CN1CCOCC1. The catalyst is CN(C)C=O.C(OCC)(=O)C. The product is [CH3:44][N:4]([CH3:3])[C:5]1[NH:9][C:8]2[CH:10]=[C:11]([C:14]3[CH:15]=[CH:16][C:17]4[O:23][CH2:22][CH2:21][N:20]([C:24]5[C:33]6[C:28](=[CH:29][CH:30]=[CH:31][CH:32]=6)[N:27]=[CH:26][CH:25]=5)[CH2:19][C:18]=4[CH:34]=3)[CH:12]=[CH:13][C:7]=2[N:6]=1. The yield is 0.480. (4) The yield is 1.00. The product is [C:33]([O:37][C:38]([N:40]([C:45]1[CH:46]=[CH:47][C:51]([C:66]([NH:2][CH2:3][C:4]([O:6][C@H:7]([C:18]2[CH:23]=[CH:22][C:21]([O:24][CH:25]([F:27])[F:26])=[C:20]([O:28][CH2:29][CH:30]3[CH2:32][CH2:31]3)[CH:19]=2)[CH2:8][C:9]2[C:14]([Cl:15])=[CH:13][N+:12]([O-:16])=[CH:11][C:10]=2[Cl:17])=[O:5])=[O:67])=[CH:52][C:53]=1[O:54][CH2:55][CH:56]1[CH2:57][CH2:58]1)[S:41]([CH3:44])(=[O:42])=[O:43])=[O:39])([CH3:36])([CH3:34])[CH3:35]. The catalyst is CN(C1C=CN=CC=1)C.Cl. The reactants are Cl.[NH2:2][CH2:3][C:4]([O:6][C@H:7]([C:18]1[CH:23]=[CH:22][C:21]([O:24][CH:25]([F:27])[F:26])=[C:20]([O:28][CH2:29][CH:30]2[CH2:32][CH2:31]2)[CH:19]=1)[CH2:8][C:9]1[C:14]([Cl:15])=[CH:13][N+:12]([O-:16])=[CH:11][C:10]=1[Cl:17])=[O:5].[C:33]([O:37][C:38]([N:40]([C:45]1[CH:46]=[C:47]([CH:51]=[CH:52][C:53]=1[O:54][CH2:55][CH:56]1[CH2:58][CH2:57]1)C(O)=O)[S:41]([CH3:44])(=[O:43])=[O:42])=[O:39])([CH3:36])([CH3:35])[CH3:34].C(Cl)CCl.CN([CH:66]=[O:67])C. (5) The reactants are [CH3:1][CH:2]([CH3:12])[C@H:3]([NH:10][CH3:11])[CH2:4][N:5]1[CH2:8][CH:7]([OH:9])[CH2:6]1.CCN(C(C)C)C(C)C.[Cl:22][C:23]1[CH:31]=[CH:30][C:26]([C:27]([OH:29])=O)=[CH:25][CH:24]=1.CN(C(ON1N=NC2C=CC=CC1=2)=[N+](C)C)C.[B-](F)(F)(F)F.C([O-])(O)=O.[Na+]. The catalyst is C(Cl)Cl. The product is [Cl:22][C:23]1[CH:24]=[CH:25][C:26]([C:27]([N:10]([C@@H:3]([CH:2]([CH3:12])[CH3:1])[CH2:4][N:5]2[CH2:6][CH:7]([OH:9])[CH2:8]2)[CH3:11])=[O:29])=[CH:30][CH:31]=1. The yield is 0.620. (6) The reactants are [C:1]([O:5][C:6](=[O:18])[CH2:7][CH2:8][CH2:9][CH2:10][CH2:11][CH2:12][CH2:13][CH2:14][CH2:15][CH2:16]Br)([CH3:4])([CH3:3])[CH3:2].[N:19]([O-:21])=[O:20].[Na+].C1(C=C(O)C=C(O)C=1)O. The catalyst is CN(C=O)C. The product is [C:1]([O:5][C:6](=[O:18])[CH2:7][CH2:8][CH2:9][CH2:10][CH2:11][CH2:12][CH2:13][CH2:14][CH2:15][CH2:16][N+:19]([O-:21])=[O:20])([CH3:4])([CH3:3])[CH3:2]. The yield is 0.420. (7) The reactants are [NH2:1][C:2]1[CH:9]=[C:8]([C:10]([C:12]2[C:20]3[CH:19]=[N:18][C:17]([NH2:21])=[N:16][C:15]=3[N:14]([C:22]([CH3:33])([CH3:32])[CH2:23][O:24][Si:25]([C:28]([CH3:31])([CH3:30])[CH3:29])([CH3:27])[CH3:26])[CH:13]=2)=[O:11])[CH:7]=[CH:6][C:3]=1[C:4]#[N:5].[F:34][C:35]([F:47])([F:46])[C:36]1[CH:41]=[CH:40][C:39]([CH2:42][C:43](O)=[O:44])=[CH:38][CH:37]=1.CCN(CC)CC.C(P1(=O)OP(CCC)(=O)OP(CCC)(=O)O1)CC. The catalyst is C1COCC1. The product is [NH2:21][C:17]1[N:18]=[CH:19][C:20]2[C:12]([C:10]([C:8]3[CH:7]=[CH:6][C:3]([C:4]#[N:5])=[C:2]([NH:1][C:43](=[O:44])[CH2:42][C:39]4[CH:38]=[CH:37][C:36]([C:35]([F:46])([F:34])[F:47])=[CH:41][CH:40]=4)[CH:9]=3)=[O:11])=[CH:13][N:14]([C:22]([CH3:33])([CH3:32])[CH2:23][O:24][Si:25]([C:28]([CH3:31])([CH3:30])[CH3:29])([CH3:26])[CH3:27])[C:15]=2[N:16]=1. The yield is 0.360. (8) The reactants are [C:1](Cl)(=[O:5])[C:2](Cl)=O.[NH3:7].[C:8]1([CH3:14])[CH:13]=[CH:12][CH:11]=[CH:10][CH:9]=1. No catalyst specified. The product is [C:8]1([CH3:14])[CH:13]=[CH:12][C:11]([C:12]2[CH:13]=[CH:8][CH:9]=[CH:10][C:2]=2[C:1]([NH2:7])=[O:5])=[CH:10][CH:9]=1. The yield is 0.840. (9) The reactants are C([N:5]([CH2:9][CH2:10][O:11][NH:12][C:13]([C@@H:15]1[CH2:21][CH2:20][C@@H:19]2[CH2:22][N:16]1[C:17](=[O:28])[N:18]2[O:23][S:24]([OH:27])(=[O:26])=[O:25])=[O:14])C(=O)[O-])(C)(C)C.C([N+](CCCC)(CCCC)CCCC)CCC.FC(F)(F)C(O)=O.C([O-])(=O)C.[Na+].C(O)(=O)C.[OH-].[Na+]. The catalyst is C(Cl)Cl.C(OCC)C. The product is [NH2:5][CH2:9][CH2:10][O:11][NH:12][C:13]([C@@H:15]1[CH2:21][CH2:20][C@@H:19]2[CH2:22][N:16]1[C:17](=[O:28])[N:18]2[O:23][S:24]([OH:27])(=[O:26])=[O:25])=[O:14]. The yield is 0.740.